From a dataset of Peptide-MHC class I binding affinity with 185,985 pairs from IEDB/IMGT. Regression. Given a peptide amino acid sequence and an MHC pseudo amino acid sequence, predict their binding affinity value. This is MHC class I binding data. (1) The binding affinity (normalized) is 0. The MHC is HLA-B07:02 with pseudo-sequence HLA-B07:02. The peptide sequence is PLTFGWCYKL. (2) The peptide sequence is SSRVDRYSK. The MHC is HLA-A33:01 with pseudo-sequence HLA-A33:01. The binding affinity (normalized) is 0.344. (3) The peptide sequence is LSPRTLNAW. The MHC is HLA-A30:02 with pseudo-sequence HLA-A30:02. The binding affinity (normalized) is 0. (4) The peptide sequence is RIFYNILEI. The MHC is HLA-A02:01 with pseudo-sequence HLA-A02:01. The binding affinity (normalized) is 0.619. (5) The peptide sequence is TSRYWEPEFY. The MHC is HLA-A23:01 with pseudo-sequence HLA-A23:01. The binding affinity (normalized) is 0. (6) The peptide sequence is AVPMWEVHYI. The MHC is Mamu-A01 with pseudo-sequence Mamu-A01. The binding affinity (normalized) is 0.591. (7) The peptide sequence is GVRQFSGWM. The MHC is HLA-A02:12 with pseudo-sequence HLA-A02:12. The binding affinity (normalized) is 0.0847. (8) The peptide sequence is NLITLAVSF. The MHC is HLA-A32:01 with pseudo-sequence HLA-A32:01. The binding affinity (normalized) is 0.323.